This data is from Peptide-MHC class II binding affinity with 134,281 pairs from IEDB. The task is: Regression. Given a peptide amino acid sequence and an MHC pseudo amino acid sequence, predict their binding affinity value. This is MHC class II binding data. (1) The peptide sequence is LYYLFNQHIKKELYH. The MHC is DRB1_0701 with pseudo-sequence DRB1_0701. The binding affinity (normalized) is 0.147. (2) The peptide sequence is TIIKALGALDSPREI. The MHC is DRB1_0802 with pseudo-sequence DRB1_0802. The binding affinity (normalized) is 0.169. (3) The peptide sequence is DLGRNEVVNDVSTFS. The MHC is HLA-DQA10102-DQB10602 with pseudo-sequence HLA-DQA10102-DQB10602. The binding affinity (normalized) is 0.227. (4) The peptide sequence is EKKYFTATQFEPLAA. The MHC is HLA-DPA10201-DPB10501 with pseudo-sequence HLA-DPA10201-DPB10501. The binding affinity (normalized) is 0.670. (5) The peptide sequence is GKNVVNVQTKPSLFK. The MHC is HLA-DQA10303-DQB10402 with pseudo-sequence HLA-DQA10303-DQB10402. The binding affinity (normalized) is 0. (6) The peptide sequence is VIIMDEAHFLDPASI. The MHC is DRB1_0701 with pseudo-sequence DRB1_0701. The binding affinity (normalized) is 0.513.